This data is from Peptide-MHC class I binding affinity with 185,985 pairs from IEDB/IMGT. The task is: Regression. Given a peptide amino acid sequence and an MHC pseudo amino acid sequence, predict their binding affinity value. This is MHC class I binding data. (1) The peptide sequence is LVSECSKDF. The MHC is HLA-B15:02 with pseudo-sequence HLA-B15:02. The binding affinity (normalized) is 0.0847. (2) The peptide sequence is PAPNYKFALW. The MHC is Mamu-A01 with pseudo-sequence Mamu-A01. The binding affinity (normalized) is 0.213.